Dataset: Full USPTO retrosynthesis dataset with 1.9M reactions from patents (1976-2016). Task: Predict the reactants needed to synthesize the given product. (1) Given the product [CH2:1]([O:3][C:4]([C:6]1[CH:7]=[N:8][N:9]2[C:14]([NH:15][C:16]3[CH:21]=[C:20]([CH3:22])[CH:19]=[CH:18][C:17]=3[F:23])=[C:13]([C:24]([N:38]3[CH2:39][CH2:40][C:35]4([C:32]5[CH:33]=[CH:34][C:29]([F:28])=[CH:30][C:31]=5[O:42][CH2:41]4)[CH2:36][CH2:37]3)=[O:25])[CH:12]=[N:11][C:10]=12)=[O:5])[CH3:2], predict the reactants needed to synthesize it. The reactants are: [CH2:1]([O:3][C:4]([C:6]1[CH:7]=[N:8][N:9]2[C:14]([NH:15][C:16]3[CH:21]=[C:20]([CH3:22])[CH:19]=[CH:18][C:17]=3[F:23])=[C:13]([C:24](O)=[O:25])[CH:12]=[N:11][C:10]=12)=[O:5])[CH3:2].Cl.[F:28][C:29]1[CH:34]=[CH:33][C:32]2[C:35]3([CH2:41][O:42][C:31]=2[CH:30]=1)[CH2:40][CH2:39][NH:38][CH2:37][CH2:36]3. (2) Given the product [Cl:44][CH2:43][CH2:42][CH2:41][CH2:40][O:1][C:2]1[CH:7]=[CH:6][C:5]([CH:8]2[CH:13]([C:14]3[CH:19]=[CH:18][C:17]([O:20][CH:21]4[CH2:26][CH2:25][CH2:24][CH2:23][O:22]4)=[CH:16][CH:15]=3)[C:12](=[O:27])[C:11]3[CH:28]=[CH:29][C:30]([O:32][CH:33]4[CH2:38][CH2:37][CH2:36][CH2:35][O:34]4)=[CH:31][C:10]=3[O:9]2)=[CH:4][CH:3]=1, predict the reactants needed to synthesize it. The reactants are: [OH:1][C:2]1[CH:7]=[CH:6][C:5]([CH:8]2[CH:13]([C:14]3[CH:19]=[CH:18][C:17]([O:20][CH:21]4[CH2:26][CH2:25][CH2:24][CH2:23][O:22]4)=[CH:16][CH:15]=3)[C:12](=[O:27])[C:11]3[CH:28]=[CH:29][C:30]([O:32][CH:33]4[CH2:38][CH2:37][CH2:36][CH2:35][O:34]4)=[CH:31][C:10]=3[O:9]2)=[CH:4][CH:3]=1.Br[CH2:40][CH2:41][CH2:42][CH2:43][Cl:44].C(=O)([O-])[O-].[K+].[K+]. (3) Given the product [Cl:35][C:36]1[CH:37]=[C:38]([NH:42][C:43](=[S:69])[NH:44][C:45]2[CH:46]=[CH:47][C:48]([C:51]3[CH:52]=[C:53]4[C:57](=[CH:58][CH:59]=3)[C:56](=[O:60])[N:55]([C@@H:61]([CH:66]([CH3:67])[CH3:68])[C:62]([OH:64])=[O:63])[CH2:54]4)=[CH:49][CH:50]=2)[CH:39]=[CH:40][CH:41]=1, predict the reactants needed to synthesize it. The reactants are: FC1C=CC=CC=1NC(=S)NC1C=CC(C2C=C3C(=CC=2)C(=O)N([C@@H](C(C)C)C(O)=O)C3)=CC=1.[Cl:35][C:36]1[CH:37]=[C:38]([NH:42][C:43](=[S:69])[NH:44][C:45]2[CH:50]=[CH:49][C:48]([C:51]3[CH:52]=[C:53]4[C:57](=[CH:58][CH:59]=3)[C:56](=[O:60])[N:55]([C@@H:61]([CH:66]([CH3:68])[CH3:67])[C:62]([O:64]C)=[O:63])[CH2:54]4)=[CH:47][CH:46]=2)[CH:39]=[CH:40][CH:41]=1. (4) The reactants are: [CH2:1]1[C:10]2[C:5](=[CH:6][CH:7]=[CH:8][CH:9]=2)[CH2:4][CH2:3][NH:2]1.C1C(=O)N(Br)C(=O)C1.[OH-].[Na+]. Given the product [CH:1]1[C:10]2[C:5](=[CH:6][CH:7]=[CH:8][CH:9]=2)[CH2:4][CH2:3][N:2]=1, predict the reactants needed to synthesize it. (5) Given the product [N:22]([C:16]1[S:17][C:18]([CH3:21])=[C:19]([CH3:20])[C:15]=1[C:13]([O:12][CH2:10][CH3:11])=[O:14])=[C:1]=[S:2], predict the reactants needed to synthesize it. The reactants are: [C:1](Cl)(Cl)=[S:2].C(=O)([O-])[O-].[Ca+2].[CH2:10]([O:12][C:13]([C:15]1[C:19]([CH3:20])=[C:18]([CH3:21])[S:17][C:16]=1[NH2:22])=[O:14])[CH3:11]. (6) The reactants are: [Cl:1][C:2]1[CH:3]=[C:4]([C:9]2([C:24]([F:27])([F:26])[F:25])[O:13][N:12]=[C:11]([C:14]3[CH:22]=[CH:21][C:17]([C:18](Cl)=[O:19])=[C:16]([CH3:23])[CH:15]=3)[CH2:10]2)[CH:5]=[C:6]([Cl:8])[CH:7]=1.[N:28]1[CH:33]=[CH:32][CH:31]=[CH:30][C:29]=1[C:34]1([NH2:37])[CH2:36][CH2:35]1.O. Given the product [Cl:1][C:2]1[CH:3]=[C:4]([C:9]2([C:24]([F:25])([F:27])[F:26])[O:13][N:12]=[C:11]([C:14]3[CH:22]=[CH:21][C:17]([C:18]([NH:37][C:34]4([C:29]5[CH:30]=[CH:31][CH:32]=[CH:33][N:28]=5)[CH2:36][CH2:35]4)=[O:19])=[C:16]([CH3:23])[CH:15]=3)[CH2:10]2)[CH:5]=[C:6]([Cl:8])[CH:7]=1, predict the reactants needed to synthesize it.